Task: Predict the product of the given reaction.. Dataset: Forward reaction prediction with 1.9M reactions from USPTO patents (1976-2016) (1) Given the reactants [Cl:1][C:2]1[C:10]2[C:5](=[N:6][C:7]([C:17]3[O:18][CH:19]=[CH:20][CH:21]=3)=[C:8]([C:11]3[CH:16]=[CH:15][N:14]=[CH:13][N:12]=3)[CH:9]=2)[NH:4][N:3]=1.[Br:22]Br, predict the reaction product. The product is: [Br:22][C:19]1[O:18][C:17]([C:7]2[N:6]=[C:5]3[NH:4][N:3]=[C:2]([Cl:1])[C:10]3=[CH:9][C:8]=2[C:11]2[CH:16]=[CH:15][N:14]=[CH:13][N:12]=2)=[CH:21][CH:20]=1. (2) Given the reactants [NH:1]([C:18]([O:20][CH2:21][CH:22]1[C:34]2[C:29](=[CH:30][CH:31]=[CH:32][CH:33]=2)[C:28]2[C:23]1=[CH:24][CH:25]=[CH:26][CH:27]=2)=[O:19])[C@@H:2]([C:15]([OH:17])=[O:16])[CH2:3][CH2:4][CH2:5][CH2:6][NH:7][C:8]([O:10][C:11]([CH3:14])([CH3:13])[CH3:12])=[O:9].CS(C)=O.[CH2:39](Br)[C:40]1[CH:45]=[CH:44][CH:43]=[CH:42][CH:41]=1, predict the reaction product. The product is: [NH:1]([C:18]([O:20][CH2:21][CH:22]1[C:23]2[C:28](=[CH:27][CH:26]=[CH:25][CH:24]=2)[C:29]2[C:34]1=[CH:33][CH:32]=[CH:31][CH:30]=2)=[O:19])[C@@H:2]([C:15]([O:17][CH2:39][C:40]1[CH:45]=[CH:44][CH:43]=[CH:42][CH:41]=1)=[O:16])[CH2:3][CH2:4][CH2:5][CH2:6][NH:7][C:8]([O:10][C:11]([CH3:13])([CH3:12])[CH3:14])=[O:9]. (3) Given the reactants [F:1][C:2]1[CH:3]=[C:4]2[C:8](=[CH:9][CH:10]=1)[NH:7][C:6](=[O:11])/[C:5]/2=[CH:12]\[C:13]1[NH:17][C:16]([CH3:18])=[C:15]([C:19]([OH:21])=O)[C:14]=1[CH3:22].Cl.C(N=C=NCCCN(C)C)C.OC1C2N=NNC=2C=CC=1.C(N(CC)CC)C.[NH2:52][C:53]1[CH:58]=[C:57]([Cl:59])[CH:56]=[CH:55][C:54]=1[NH:60][C:61](=[O:72])[C:62]1[CH:67]=[CH:66][C:65]([NH:68][CH2:69][CH2:70][NH2:71])=[N:64][CH:63]=1, predict the reaction product. The product is: [NH2:52][C:53]1[CH:58]=[C:57]([Cl:59])[CH:56]=[CH:55][C:54]=1[NH:60][C:61](=[O:72])[C:62]1[CH:67]=[CH:66][C:65]([NH:68][CH2:69][CH2:70][NH:71][C:19]([C:15]2[C:14]([CH3:22])=[C:13](/[CH:12]=[C:5]3\[C:6](=[O:11])[NH:7][C:8]4[C:4]\3=[CH:3][C:2]([F:1])=[CH:10][CH:9]=4)[NH:17][C:16]=2[CH3:18])=[O:21])=[N:64][CH:63]=1. (4) Given the reactants C([O:5][C:6](=[O:39])[C:7]1[CH:12]=[CH:11][CH:10]=[C:9]([CH2:13][CH:14]([NH:28][C:29](=[O:36])[CH2:30][CH2:31][C:32]([F:35])([F:34])[F:33])[B:15]2[O:23]C3C(C)(C4CC(C3)C4(C)C)[O:16]2)[C:8]=1OC)(C)(C)C.B(Cl)(Cl)Cl, predict the reaction product. The product is: [OH:16][B:15]1[C@@H:14]([NH:28][C:29](=[O:36])[CH2:30][CH2:31][C:32]([F:34])([F:33])[F:35])[CH2:13][C:9]2[CH:10]=[CH:11][CH:12]=[C:7]([C:6]([OH:5])=[O:39])[C:8]=2[O:23]1. (5) Given the reactants [CH3:1][O:2][C:3]1[CH:4]=[N:5][C:6]2[C:11]([CH:12]=1)=[C:10]([CH:13]1[CH2:15][O:14]1)[CH:9]=[CH:8][CH:7]=2.[C:16]([SiH2:20][O:21][C:22]([CH3:42])([CH3:41])[CH:23]1[CH:28]([NH:29][CH2:30][C:31]2[CH:40]=[CH:39][C:34]3[O:35][CH2:36][CH2:37][O:38][C:33]=3[CH:32]=2)[CH2:27][CH2:26][NH:25][CH2:24]1)([CH3:19])([CH3:18])[CH3:17].C(=O)([O-])[O-].[K+].[K+].Cl([O-])(=O)(=O)=O.[Li+], predict the reaction product. The product is: [C:16]([SiH2:20][O:21][C:22]([CH3:42])([CH3:41])[CH:23]1[CH:28]([NH:29][CH2:30][C:31]2[CH:40]=[CH:39][C:34]3[O:35][CH2:36][CH2:37][O:38][C:33]=3[CH:32]=2)[CH2:27][CH2:26][N:25]([CH2:15][CH:13]([C:10]2[CH:9]=[CH:8][CH:7]=[C:6]3[C:11]=2[CH:12]=[C:3]([O:2][CH3:1])[CH:4]=[N:5]3)[OH:14])[CH2:24]1)([CH3:19])([CH3:17])[CH3:18]. (6) Given the reactants [CH2:1]([O:3][C:4](=[O:10])[CH:5]([CH3:9])[C:6](=[O:8])[CH3:7])[CH3:2].[H-].[Na+].BrC[CH:15]=[C:16]([CH3:18])[CH3:17].[Cl-].[NH4+].[CH3:21]N(C)C=O, predict the reaction product. The product is: [CH2:1]([O:3][C:4](=[O:10])[C:5]([C:6](=[O:8])[CH3:7])([CH3:21])[CH2:9][CH:15]=[C:16]([CH3:18])[CH3:17])[CH3:2]. (7) Given the reactants C(OC([N:8]1[CH2:13][CH2:12][CH:11]([N:14]2[C:22](=[O:23])[C:21]3[C:16](=[CH:17][C:18]([N+:28]([O-:30])=[O:29])=[C:19]([O:24][CH:25]([CH3:27])[CH3:26])[CH:20]=3)[C:15]2=[O:31])[CH2:10][CH2:9]1)=O)(C)(C)C.C(O)(C(F)(F)F)=O.C([O-])(O)=O.[Na+], predict the reaction product. The product is: [CH:25]([O:24][C:19]1[CH:20]=[C:21]2[C:16](=[CH:17][C:18]=1[N+:28]([O-:30])=[O:29])[C:15](=[O:31])[N:14]([CH:11]1[CH2:12][CH2:13][NH:8][CH2:9][CH2:10]1)[C:22]2=[O:23])([CH3:27])[CH3:26]. (8) Given the reactants [CH3:1][C:2]1[C:7]([CH3:8])=[CH:6][C:5]([CH3:9])=[CH:4][C:3]=1[OH:10].[CH2:11]([O:13][C:14](=[O:17])[CH2:15]Br)[CH3:12], predict the reaction product. The product is: [CH3:1][C:2]1[C:7]([CH3:8])=[CH:6][C:5]([CH3:9])=[CH:4][C:3]=1[O:10][CH2:15][C:14]([O:13][CH2:11][CH3:12])=[O:17]. (9) Given the reactants [N:1]1[CH:6]=[CH:5][C:4]([CH2:7]O)=[CH:3][CH:2]=1.C1(P(C2C=CC=CC=2)C2C=CC=CC=2)C=CC=CC=1.[NH:28]1[C:32]2=[N:33][CH:34]=[CH:35][CH:36]=[C:31]2[CH:30]=[C:29]1[C:37]([O:39][CH2:40][CH3:41])=[O:38].N(C(OCC)=O)=NC(OCC)=O, predict the reaction product. The product is: [N:1]1[CH:2]=[CH:3][C:4]([CH2:7][N:28]2[C:32]3=[N:33][CH:34]=[CH:35][CH:36]=[C:31]3[CH:30]=[C:29]2[C:37]([O:39][CH2:40][CH3:41])=[O:38])=[CH:5][CH:6]=1. (10) Given the reactants [Br:1][C:2]1[CH:7]=[C:6]([N+:8]([O-:10])=[O:9])[C:5](F)=[CH:4][C:3]=1[CH3:12].C(N(C(C)C)CC)(C)C.Cl.Cl.[CH2:24]([O:27][C@H:28]1[CH2:33][CH2:32][C@H:31]([N:34]2[CH2:39][CH2:38][CH:37]([NH2:40])[CH2:36][CH2:35]2)[CH2:30][CH2:29]1)[CH2:25][CH3:26], predict the reaction product. The product is: [Br:1][C:2]1[C:3]([CH3:12])=[CH:4][C:5]([NH:40][CH:37]2[CH2:36][CH2:35][N:34]([C@H:31]3[CH2:32][CH2:33][C@H:28]([O:27][CH2:24][CH2:25][CH3:26])[CH2:29][CH2:30]3)[CH2:39][CH2:38]2)=[C:6]([N+:8]([O-:10])=[O:9])[CH:7]=1.